Predict the product of the given reaction. From a dataset of Forward reaction prediction with 1.9M reactions from USPTO patents (1976-2016). (1) Given the reactants [NH:1]1[C:6](=[O:7])[CH:5]=[CH:4][C:3]2[CH2:8][CH2:9][CH2:10][C:2]1=2.[CH3:11]C1C=CC2CCCCC=2N=1.ClC1C=CC2CCCCC=2N=1, predict the reaction product. The product is: [NH:1]1[C:2]2[CH2:10][CH2:9][CH2:8][CH2:11][C:3]=2[CH:4]=[CH:5][C:6]1=[O:7]. (2) Given the reactants Cl.[O:2]1[C:6]2[CH:7]=[CH:8][CH:9]=[C:10]([CH:11]3[CH2:16][CH2:15][N:14]([CH2:17][CH2:18][C@H:19]4[CH2:24][CH2:23][C@H:22]([NH2:25])[CH2:21][CH2:20]4)[CH2:13][CH2:12]3)[C:5]=2[O:4][CH2:3]1.[O:26]1[CH2:30][CH2:29][CH2:28][CH:27]1[C:31](O)=[O:32], predict the reaction product. The product is: [O:2]1[C:6]2[CH:7]=[CH:8][CH:9]=[C:10]([CH:11]3[CH2:16][CH2:15][N:14]([CH2:17][CH2:18][C@H:19]4[CH2:20][CH2:21][C@H:22]([NH:25][C:31]([CH:27]5[CH2:28][CH2:29][CH2:30][O:26]5)=[O:32])[CH2:23][CH2:24]4)[CH2:13][CH2:12]3)[C:5]=2[O:4][CH2:3]1. (3) Given the reactants [Cl:1][C:2]1[CH:3]=[CH:4][C:5]([N+:11]([O-:13])=[O:12])=[C:6](B(O)O)[CH:7]=1.[C:14](=[O:17])([O-])[O-].[K+].[K+].[C:20]1([CH3:26])[CH:25]=[CH:24][CH:23]=[CH:22][CH:21]=1.C[CH2:28][O:29][C:30]([CH3:32])=[O:31], predict the reaction product. The product is: [Cl:1][C:2]1[CH:3]=[CH:4][C:5]([N+:11]([O-:13])=[O:12])=[C:6]([C:3]2[CH:4]=[CH:5][N:11]([CH:32]([CH2:26][C:20]3[CH:25]=[CH:24][CH:23]=[CH:22][CH:21]=3)[C:30]([O:29][CH3:28])=[O:31])[C:14](=[O:17])[CH:2]=2)[CH:7]=1.